This data is from Peptide-MHC class I binding affinity with 185,985 pairs from IEDB/IMGT. The task is: Regression. Given a peptide amino acid sequence and an MHC pseudo amino acid sequence, predict their binding affinity value. This is MHC class I binding data. The peptide sequence is LQYAIRSVF. The MHC is BoLA-HD6 with pseudo-sequence BoLA-HD6. The binding affinity (normalized) is 0.880.